From a dataset of Full USPTO retrosynthesis dataset with 1.9M reactions from patents (1976-2016). Predict the reactants needed to synthesize the given product. (1) Given the product [CH3:1][O:2][C:3]1[C:8]([O:9][CH2:10][CH2:11][NH:12][CH2:13][CH:14]([OH:30])[CH2:15][O:16][C:17]2[C:22]3[C:23]4[C:28]([NH:29][C:21]=3[CH:20]=[CH:19][CH:18]=2)=[CH:27][CH:26]=[CH:25][CH:24]=4)=[CH:7][CH:6]=[CH:5][CH:4]=1.[OH2:33].[OH:34][P:32]([OH:36])([OH:35])=[O:33], predict the reactants needed to synthesize it. The reactants are: [CH3:1][O:2][C:3]1[CH:4]=[CH:5][CH:6]=[CH:7][C:8]=1[O:9][CH2:10][CH2:11][NH:12][CH2:13][CH:14]([OH:30])[CH2:15][O:16][C:17]1[CH:18]=[CH:19][CH:20]=[C:21]2[NH:29][C:28]3[CH:27]=[CH:26][CH:25]=[CH:24][C:23]=3[C:22]=12.O.[P:32]([O-:36])([O-:35])([OH:34])=[O:33].[K+].[K+].Cl. (2) Given the product [CH:6]1([O:10][CH2:11][C:12]2[C:20]3[C:19](=[O:21])[NH:18][N:17]=[CH:16][C:15]=3[NH:14][C:13]=2[C:30]2[CH:35]=[CH:34][C:33]([O:36][CH:37]([F:39])[F:38])=[C:32]([O:40][CH:41]3[CH2:43][CH2:42]3)[CH:31]=2)[CH2:9][CH2:8][CH2:7]1, predict the reactants needed to synthesize it. The reactants are: CN(C)C=O.[CH:6]1([O:10][CH2:11][C:12]2[C:20]3[C:19](=[O:21])[N:18](COCC[Si](C)(C)C)[N:17]=[CH:16][C:15]=3[NH:14][C:13]=2[C:30]2[CH:35]=[CH:34][C:33]([O:36][CH:37]([F:39])[F:38])=[C:32]([O:40][CH:41]3[CH2:43][CH2:42]3)[CH:31]=2)[CH2:9][CH2:8][CH2:7]1.[Br-].[Li+].C(N)CN.[F-].C([N+](CCCC)(CCCC)CCCC)CCC. (3) Given the product [F:1][C:2]1[CH:3]=[CH:4][C:5]([N:8]2[C:17]3[C:12](=[CH:13][C:14]([O:18][CH2:30][C:26]4[CH:25]=[N:24][CH:29]=[CH:28][CH:27]=4)=[CH:15][CH:16]=3)[C:11](=[O:19])[C:10]([C:20]([O:22][CH3:23])=[O:21])=[CH:9]2)=[CH:6][CH:7]=1, predict the reactants needed to synthesize it. The reactants are: [F:1][C:2]1[CH:7]=[CH:6][C:5]([N:8]2[C:17]3[C:12](=[CH:13][C:14]([OH:18])=[CH:15][CH:16]=3)[C:11](=[O:19])[C:10]([C:20]([O:22][CH3:23])=[O:21])=[CH:9]2)=[CH:4][CH:3]=1.[N:24]1[CH:29]=[CH:28][CH:27]=[C:26]([CH2:30]O)[CH:25]=1.C1(P(C2C=CC=CC=2)C2C=CC=CC=2)C=CC=CC=1.CC(OC(/N=N/C(OC(C)(C)C)=O)=O)(C)C. (4) Given the product [CH3:27][N:2]([CH3:1])[C:3]1([C:22]2[S:23][CH:24]=[CH:25][CH:26]=2)[CH2:8][CH2:7][C:6]([CH2:10][CH2:11][CH2:12][C:13]2[C:32]3[C:30](=[CH:29][CH:35]=[CH:34][CH:33]=3)[NH:31][C:14]=2[Si:15]([CH2:18][CH3:19])([CH2:20][CH3:21])[CH2:16][CH3:17])([OH:9])[CH2:5][CH2:4]1, predict the reactants needed to synthesize it. The reactants are: [CH3:1][N:2]([CH3:27])[C:3]1([C:22]2[S:23][CH:24]=[CH:25][CH:26]=2)[CH2:8][CH2:7][C:6]([CH2:10][CH2:11][CH2:12][C:13]#[C:14][Si:15]([CH2:20][CH3:21])([CH2:18][CH3:19])[CH2:16][CH3:17])([OH:9])[CH2:5][CH2:4]1.I[C:29]1[CH:35]=[CH:34][CH:33]=[CH:32][C:30]=1[NH2:31].C(=O)([O-])[O-].[Na+].[Na+]. (5) Given the product [NH:16]1[C:17]2[C:22](=[CH:21][CH:20]=[CH:19][CH:18]=2)[CH:23]=[C:15]1[C:11]1[CH:10]=[C:9]([C:30]2[CH:31]=[CH:32][C:27]([C:24]([O-:26])=[O:25])=[CH:28][CH:29]=2)[CH:14]=[N:13][CH:12]=1.[Na+:40], predict the reactants needed to synthesize it. The reactants are: FC(F)(F)C(O)=O.Br[C:9]1[CH:10]=[C:11]([C:15]2[NH:16][C:17]3[C:22]([CH:23]=2)=[CH:21][CH:20]=[CH:19][CH:18]=3)[CH:12]=[N:13][CH:14]=1.[C:24]([C:27]1[CH:32]=[CH:31][C:30](B(O)O)=[CH:29][CH:28]=1)([OH:26])=[O:25].C([O-])(O)=O.[Na+:40]. (6) The reactants are: [F:1][C:2]1[CH:3]=[C:4]([CH:7]=[CH:8][C:9]=1[C:10]1[S:11][C:12]2[C:17]([N:18]=1)=[CH:16][CH:15]=[C:14]([C:19]1([C:22]3[CH:27]=[CH:26][CH:25]=[CH:24][CH:23]=3)[CH2:21][CH2:20]1)[N:13]=2)[CH:5]=[O:6].C[Si](C)(C)[C:30]([F:33])([F:32])[F:31].CCCC[N+](CCCC)(CCCC)CCCC.[F-]. Given the product [F:31][C:30]([F:33])([F:32])[CH:5]([C:4]1[CH:7]=[CH:8][C:9]([C:10]2[S:11][C:12]3[C:17]([N:18]=2)=[CH:16][CH:15]=[C:14]([C:19]2([C:22]4[CH:23]=[CH:24][CH:25]=[CH:26][CH:27]=4)[CH2:20][CH2:21]2)[N:13]=3)=[C:2]([F:1])[CH:3]=1)[OH:6], predict the reactants needed to synthesize it. (7) Given the product [NH:8]1[C:9]([C:17]([C:20]2[CH:37]=[CH:36][C:23]3[N:24]([CH2:28][O:29][CH2:30][CH2:31][Si:32]([CH3:35])([CH3:34])[CH3:33])[C:25](=[O:27])[S:26][C:22]=3[CH:21]=2)=[CH2:18])=[CH:10][CH:11]=[N:7]1, predict the reactants needed to synthesize it. The reactants are: O1CCCCC1[N:7]1[CH:11]=[CH:10][CH:9]=[N:8]1.C([Li])CCC.[C:17]([C:20]1[CH:37]=[CH:36][C:23]2[N:24]([CH2:28][O:29][CH2:30][CH2:31][Si:32]([CH3:35])([CH3:34])[CH3:33])[C:25](=[O:27])[S:26][C:22]=2[CH:21]=1)(=O)[CH3:18].S(=O)(=O)(O)O.[OH-].[Na+].